The task is: Predict the reactants needed to synthesize the given product.. This data is from Full USPTO retrosynthesis dataset with 1.9M reactions from patents (1976-2016). (1) Given the product [CH3:8][N:7]([CH2:6][C:5]1[CH:17]=[CH:18][CH:19]=[C:3]([C:2]2[N:1]=[C:33]([C:32]3[CH:36]=[CH:37][C:29]([N:24]4[CH2:25][CH2:26][CH2:27][CH2:28][CH:23]4[CH3:22])=[C:30]([C:38]([F:41])([F:40])[F:39])[CH:31]=3)[O:21][N:20]=2)[CH:4]=1)[CH2:9][C:10]([O:12][C:13]([CH3:15])([CH3:16])[CH3:14])=[O:11].[CH3:8][N:7]([CH2:6][C:5]1[CH:17]=[CH:18][CH:19]=[C:3]([C:2]2[N:1]=[C:33]([C:32]3[CH:36]=[CH:37][C:29]([N:24]4[CH2:25][CH2:26][CH2:27][CH2:28][CH:23]4[CH3:22])=[C:30]([C:38]([F:40])([F:39])[F:41])[CH:31]=3)[O:35][N:20]=2)[CH:4]=1)[CH2:9][C:10]([OH:12])=[O:11], predict the reactants needed to synthesize it. The reactants are: [NH2:1][C:2](=[N:20][OH:21])[C:3]1[CH:4]=[C:5]([CH:17]=[CH:18][CH:19]=1)[CH2:6][N:7]([CH2:9][C:10]([O:12][C:13]([CH3:16])([CH3:15])[CH3:14])=[O:11])[CH3:8].[CH3:22][CH:23]1[CH2:28][CH2:27][CH2:26][CH2:25][N:24]1[C:29]1[CH:37]=[CH:36][C:32]([C:33]([OH:35])=O)=[CH:31][C:30]=1[C:38]([F:41])([F:40])[F:39]. (2) Given the product [ClH:27].[F:1][C:2]1[C:22]([C:23]([F:26])([F:24])[F:25])=[CH:21][CH:20]=[CH:19][C:3]=1[C:4]([N:6]1[CH2:11][CH2:10][NH:9][CH2:8][CH2:7]1)=[O:5], predict the reactants needed to synthesize it. The reactants are: [F:1][C:2]1[C:22]([C:23]([F:26])([F:25])[F:24])=[CH:21][CH:20]=[CH:19][C:3]=1[C:4]([N:6]1[CH2:11][CH2:10][N:9](C(OC(C)(C)C)=O)[CH2:8][CH2:7]1)=[O:5].[ClH:27].O1CCOCC1. (3) Given the product [CH2:1]([O:3][C:4](=[O:11])[CH2:5][CH2:6][CH:7]([OH:10])[CH2:8][O:9][Si:16]([C:12]([CH3:15])([CH3:14])[CH3:13])([CH3:18])[CH3:17])[CH3:2], predict the reactants needed to synthesize it. The reactants are: [CH2:1]([O:3][C:4](=[O:11])[CH2:5][CH2:6][CH:7]([OH:10])[CH2:8][OH:9])[CH3:2].[C:12]([Si:16](Cl)([CH3:18])[CH3:17])([CH3:15])([CH3:14])[CH3:13].C(N(CC)CC)C. (4) Given the product [N:19]([CH:22]([CH:28]([CH3:30])[CH3:29])[C:23]([NH:25][CH2:12][C:6]1[CH:5]=[C:4]([N+:1]([O-:3])=[O:2])[CH:9]=[CH:8][N:7]=1)=[O:24])=[N+:20]=[N-:21], predict the reactants needed to synthesize it. The reactants are: [N+:1]([C:4]1[CH:9]=[CH:8][N:7]=[C:6](NC)[CH:5]=1)([O-:3])=[O:2].[CH3:12]CN(CC)CC.[N:19]([CH:22]([CH:28]([CH3:30])[CH3:29])[C:23]([N:25]=[N+]=[N-])=[O:24])=[N+:20]=[N-:21].C(Cl)CCl.C1C=CC2N(O)N=NC=2C=1. (5) Given the product [CH3:1][N:2]1[C:6]([CH3:7])=[C:5]([NH:8][C:9]([C:11]2[CH:15]=[CH:14][N:13]([C:27]([C:19]3[O:20][C:21]4[CH:26]=[CH:25][CH:24]=[CH:23][C:22]=4[C:18]=3[CH3:17])=[O:28])[N:12]=2)=[O:10])[C:4]([CH3:16])=[N:3]1, predict the reactants needed to synthesize it. The reactants are: [CH3:1][N:2]1[C:6]([CH3:7])=[C:5]([NH:8][C:9]([C:11]2[CH:15]=[CH:14][NH:13][N:12]=2)=[O:10])[C:4]([CH3:16])=[N:3]1.[CH3:17][C:18]1[C:22]2[CH:23]=[CH:24][CH:25]=[CH:26][C:21]=2[O:20][C:19]=1[C:27](Cl)=[O:28]. (6) Given the product [F:67][C:65]1[CH:64]=[CH:63][C:62]([C:68]([F:69])([F:71])[F:70])=[C:61]([CH:66]=1)[C:60]([N:57]1[CH2:56][CH2:55][N:54]([C:52](=[O:53])[CH2:51][NH:50][C:23]([C:20]2[CH:19]=[CH:18][NH:22][N:21]=2)=[O:24])[CH2:59][CH2:58]1)=[O:72], predict the reactants needed to synthesize it. The reactants are: CCN(C(C)C)C(C)C.FC(F)(F)C1C=CC=CC=1[C:18]1[NH:22][N:21]=[C:20]([C:23](O)=[O:24])[CH:19]=1.C1C=CC2N(O)N=NC=2C=1.CCN=C=NCCCN(C)C.Cl.[NH2:50][CH2:51][C:52]([N:54]1[CH2:59][CH2:58][N:57]([C:60](=[O:72])[C:61]2[CH:66]=[C:65]([F:67])[CH:64]=[CH:63][C:62]=2[C:68]([F:71])([F:70])[F:69])[CH2:56][CH2:55]1)=[O:53].